This data is from Catalyst prediction with 721,799 reactions and 888 catalyst types from USPTO. The task is: Predict which catalyst facilitates the given reaction. (1) Reactant: [OH:1][C:2]1[NH:7][C:6](=[O:8])[N:5]([CH2:9][C:10]2[CH:15]=[CH:14][CH:13]=[CH:12][CH:11]=2)[C:4](=[O:16])[C:3]=1[C:17]([NH:19][CH2:20][C:21]([O:23][CH2:24][CH3:25])=[O:22])=[O:18].[C:26]([C:28]1[CH:29]=[C:30]([CH:33]=[CH:34][CH:35]=1)[CH2:31]Br)#[N:27].C(=O)([O-])[O-].[Na+].[Na+].Cl. Product: [C:26]([C:28]1[CH:29]=[C:30]([CH2:31][N:7]2[C:2]([OH:1])=[C:3]([C:17]([NH:19][CH2:20][C:21]([O:23][CH2:24][CH3:25])=[O:22])=[O:18])[C:4](=[O:16])[N:5]([CH2:9][C:10]3[CH:11]=[CH:12][CH:13]=[CH:14][CH:15]=3)[C:6]2=[O:8])[CH:33]=[CH:34][CH:35]=1)#[N:27]. The catalyst class is: 9. (2) The catalyst class is: 3. Reactant: [CH3:1][O:2][C:3]1[CH:4]=[C:5]([NH:11][C:12]2[C:13]([NH:22][S:23]([C:26]3[CH:27]=[N:28][CH:29]=[CH:30][CH:31]=3)(=[O:25])=[O:24])=[N:14][C:15]3[C:20]([N:21]=2)=[CH:19][CH:18]=[CH:17][CH:16]=3)[CH:6]=[C:7]([O:9][CH3:10])[CH:8]=1.[CH3:32][N:33]([CH3:37])[CH2:34][CH2:35][OH:36].[H-].[Na+]. Product: [CH3:10][O:9][C:7]1[CH:6]=[C:5]([NH:11][C:12]2[C:13]([NH:22][S:23]([C:26]3[CH:27]=[N:28][C:29]([O:36][CH2:35][CH2:34][N:33]([CH3:37])[CH3:32])=[CH:30][CH:31]=3)(=[O:24])=[O:25])=[N:14][C:15]3[C:20]([N:21]=2)=[CH:19][CH:18]=[CH:17][CH:16]=3)[CH:4]=[C:3]([O:2][CH3:1])[CH:8]=1. (3) Reactant: [F:1][C:2]1[CH:3]=[CH:4][C:5]([N+:11]([O-])=O)=[C:6]([CH:10]=1)[C:7]([NH2:9])=[O:8]. The catalyst class is: 129. Product: [NH2:11][C:5]1[CH:4]=[CH:3][C:2]([F:1])=[CH:10][C:6]=1[C:7]([NH2:9])=[O:8]. (4) Product: [CH2:1]([C:6]1[CH:11]=[CH:10][C:9]([CH2:12][CH2:13][N:14]2[C:18]([CH3:19])=[CH:17][CH:16]=[C:15]2[C:20]2[CH:25]=[CH:24][C:23]([O:26][C@H:28]([CH2:34][C:35]3[CH:36]=[CH:37][CH:38]=[CH:39][CH:40]=3)[C:29]([O:31][CH2:32][CH3:33])=[O:30])=[CH:22][CH:21]=2)=[CH:8][CH:7]=1)[CH2:2][CH2:3][CH2:4][CH3:5]. The catalyst class is: 93. Reactant: [CH2:1]([C:6]1[CH:11]=[CH:10][C:9]([CH2:12][CH2:13][N:14]2[C:18]([CH3:19])=[CH:17][CH:16]=[C:15]2[C:20]2[CH:25]=[CH:24][C:23]([OH:26])=[CH:22][CH:21]=2)=[CH:8][CH:7]=1)[CH2:2][CH2:3][CH2:4][CH3:5].O[C@@H:28]([CH2:34][C:35]1[CH:40]=[CH:39][CH:38]=[CH:37][CH:36]=1)[C:29]([O:31][CH2:32][CH3:33])=[O:30].N(C(N1CCCCC1)=O)=NC(N1CCCCC1)=O.C1(P(C2C=CC=CC=2)C2C=CC=CC=2)C=CC=CC=1.